Dataset: NCI-60 drug combinations with 297,098 pairs across 59 cell lines. Task: Regression. Given two drug SMILES strings and cell line genomic features, predict the synergy score measuring deviation from expected non-interaction effect. (1) Drug 1: C1=CC=C(C(=C1)C(C2=CC=C(C=C2)Cl)C(Cl)Cl)Cl. Cell line: SR. Drug 2: CCN(CC)CCCC(C)NC1=C2C=C(C=CC2=NC3=C1C=CC(=C3)Cl)OC. Synergy scores: CSS=16.4, Synergy_ZIP=0.0533, Synergy_Bliss=-3.10, Synergy_Loewe=-46.2, Synergy_HSA=-3.93. (2) Drug 1: C1CN1P(=S)(N2CC2)N3CC3. Drug 2: CN1C2=C(C=C(C=C2)N(CCCl)CCCl)N=C1CCCC(=O)O.Cl. Cell line: SNB-75. Synergy scores: CSS=10.2, Synergy_ZIP=-3.57, Synergy_Bliss=-2.18, Synergy_Loewe=-11.5, Synergy_HSA=-1.16. (3) Drug 1: CCC1(C2=C(COC1=O)C(=O)N3CC4=CC5=C(C=CC(=C5CN(C)C)O)N=C4C3=C2)O.Cl. Drug 2: N.N.Cl[Pt+2]Cl. Cell line: KM12. Synergy scores: CSS=47.9, Synergy_ZIP=-13.0, Synergy_Bliss=-3.38, Synergy_Loewe=-7.35, Synergy_HSA=2.70. (4) Drug 1: CC1=C(C=C(C=C1)NC2=NC=CC(=N2)N(C)C3=CC4=NN(C(=C4C=C3)C)C)S(=O)(=O)N.Cl. Drug 2: CCC1(CC2CC(C3=C(CCN(C2)C1)C4=CC=CC=C4N3)(C5=C(C=C6C(=C5)C78CCN9C7C(C=CC9)(C(C(C8N6C=O)(C(=O)OC)O)OC(=O)C)CC)OC)C(=O)OC)O.OS(=O)(=O)O. Cell line: MCF7. Synergy scores: CSS=33.8, Synergy_ZIP=10.3, Synergy_Bliss=10.9, Synergy_Loewe=-33.3, Synergy_HSA=8.56. (5) Drug 1: C1CCN(CC1)CCOC2=CC=C(C=C2)C(=O)C3=C(SC4=C3C=CC(=C4)O)C5=CC=C(C=C5)O. Drug 2: CS(=O)(=O)C1=CC(=C(C=C1)C(=O)NC2=CC(=C(C=C2)Cl)C3=CC=CC=N3)Cl. Cell line: RPMI-8226. Synergy scores: CSS=-14.6, Synergy_ZIP=8.38, Synergy_Bliss=11.1, Synergy_Loewe=-6.74, Synergy_HSA=-4.38. (6) Drug 1: CC1=CC=C(C=C1)C2=CC(=NN2C3=CC=C(C=C3)S(=O)(=O)N)C(F)(F)F. Drug 2: COC1=NC(=NC2=C1N=CN2C3C(C(C(O3)CO)O)O)N. Cell line: SNB-75. Synergy scores: CSS=-3.29, Synergy_ZIP=2.53, Synergy_Bliss=4.35, Synergy_Loewe=-1.88, Synergy_HSA=-1.61. (7) Drug 2: CN(C(=O)NC(C=O)C(C(C(CO)O)O)O)N=O. Synergy scores: CSS=0.730, Synergy_ZIP=-1.29, Synergy_Bliss=-0.888, Synergy_Loewe=-4.42, Synergy_HSA=-1.60. Cell line: KM12. Drug 1: CCC1(CC2CC(C3=C(CCN(C2)C1)C4=CC=CC=C4N3)(C5=C(C=C6C(=C5)C78CCN9C7C(C=CC9)(C(C(C8N6C)(C(=O)OC)O)OC(=O)C)CC)OC)C(=O)OC)O.OS(=O)(=O)O.